The task is: Predict the reaction yield, written as a fraction of the theoretical maximum amount of product (1.0 means a 100% yield; for example, 0.34 means a 34% yield).. This data is from Reaction yield outcomes from USPTO patents with 853,638 reactions. The reactants are [NH:1]([C:24]([O:26][C:27]([CH3:30])([CH3:29])[CH3:28])=[O:25])[C@H:2]([C:14]([O:16][CH2:17][C:18]1[CH:23]=[CH:22][CH:21]=[CH:20][CH:19]=1)=[O:15])[CH2:3][C:4](=[O:13])ON1C(=O)CCC1=O.[NH2:31][CH2:32][C@@H:33]([C@H:35]([C@@H:37]([C@@H:39]([CH2:41][OH:42])[OH:40])[OH:38])[OH:36])[OH:34].C(N(CC)CC)C. The catalyst is O1CCCC1.O. The product is [C:27]([O:26][C:24]([NH:1][CH:2]([CH2:3][C:4](=[O:13])[NH:31][CH2:32][CH:33]([OH:34])[CH:35]([OH:36])[CH:37]([OH:38])[CH:39]([OH:40])[CH2:41][OH:42])[C:14]([O:16][CH2:17][C:18]1[CH:19]=[CH:20][CH:21]=[CH:22][CH:23]=1)=[O:15])=[O:25])([CH3:28])([CH3:29])[CH3:30]. The yield is 0.170.